This data is from Peptide-MHC class I binding affinity with 185,985 pairs from IEDB/IMGT. The task is: Regression. Given a peptide amino acid sequence and an MHC pseudo amino acid sequence, predict their binding affinity value. This is MHC class I binding data. (1) The peptide sequence is GSSAYDTV. The MHC is H-2-Db with pseudo-sequence H-2-Db. The binding affinity (normalized) is 0. (2) The peptide sequence is PPPSLPSPSRL. The MHC is HLA-B53:01 with pseudo-sequence HLA-B53:01. The binding affinity (normalized) is 0. (3) The peptide sequence is ITMVNSLTY. The MHC is HLA-B15:01 with pseudo-sequence HLA-B15:01. The binding affinity (normalized) is 0.498. (4) The MHC is HLA-A26:01 with pseudo-sequence HLA-A26:01. The peptide sequence is KSRENSTLI. The binding affinity (normalized) is 0.0847.